This data is from Catalyst prediction with 721,799 reactions and 888 catalyst types from USPTO. The task is: Predict which catalyst facilitates the given reaction. (1) Reactant: Br[C:2]1[CH:7]=[N:6][C:5](Cl)=[C:4]2[N:9]([CH2:17][C:18]([OH:20])=[O:19])[CH:10]=[C:11]([CH2:12][C:13]([O:15][CH3:16])=[O:14])[C:3]=12. Product: [CH3:16][O:15][C:13](=[O:14])[CH2:12][C:11]1[C:3]2[C:4](=[CH:5][N:6]=[CH:7][CH:2]=2)[N:9]([CH2:17][C:18]([OH:20])=[O:19])[CH:10]=1. The catalyst class is: 19. (2) Reactant: [CH2:1]([O:3][C:4](=[O:26])[C:5]([N:7]1[CH2:16][CH2:15][C:14]2[C:9](=[CH:10][C:11]([O:19][CH:20]([CH3:22])[CH3:21])=[C:12]([O:17][CH3:18])[CH:13]=2)[CH:8]1C(O)=O)=O)[CH3:2].[CH3:27][S:28]([O:31][CH2:32][CH2:33][CH2:34][C:35]#[C:36][C:37]1[S:38][CH:39]=[CH:40][CH:41]=1)(=[O:30])=[O:29]. Product: [CH:20]([O:19][C:11]1[CH:10]=[C:9]2[C:14]([CH2:15][CH2:16][N:7]3[C:5]([C:4]([O:3][CH2:1][CH3:2])=[O:26])=[C:35]([CH2:34][CH2:33][CH2:32][O:31][S:28]([CH3:27])(=[O:29])=[O:30])[C:36]([C:37]4[S:38][CH:39]=[CH:40][CH:41]=4)=[C:8]32)=[CH:13][C:12]=1[O:17][CH3:18])([CH3:21])[CH3:22]. The catalyst class is: 152. (3) Reactant: [H-].[Na+].[CH:3]([C:5]1[CH:6]=[CH:7][C:8]([O:13][C:14]2[CH:19]=[CH:18][CH:17]=[C:16]([C:20]([F:23])([F:22])[F:21])[CH:15]=2)=[C:9]([CH:12]=1)[C:10]#[N:11])=O.[CH2:24]1COCC1. Product: [CH:3]([C:5]1[CH:6]=[CH:7][C:8]([O:13][C:14]2[CH:19]=[CH:18][CH:17]=[C:16]([C:20]([F:23])([F:22])[F:21])[CH:15]=2)=[C:9]([CH:12]=1)[C:10]#[N:11])=[CH2:24]. The catalyst class is: 629. (4) Reactant: [OH:1][C:2]1[CH:7]=[C:6]([O:8][CH3:9])[CH:5]=[CH:4][C:3]=1[NH:10][C:11]([C:13]1[CH:17]=[C:16]([CH3:18])[S:15][C:14]=1Br)=[O:12].C(=O)([O-])[O-].[K+].[K+]. Product: [CH3:9][O:8][C:6]1[CH:5]=[CH:4][C:3]2[NH:10][C:11](=[O:12])[C:13]3[CH:17]=[C:16]([CH3:18])[S:15][C:14]=3[O:1][C:2]=2[CH:7]=1. The catalyst class is: 16. (5) Reactant: [N+:1]([C:4]1[CH:15]=[CH:14][C:7]([CH2:8][C:9]2[NH:10][CH:11]=[CH:12][N:13]=2)=[CH:6][CH:5]=1)([O-:3])=[O:2].[CH:16](N(CC)C(C)C)(C)[CH3:17].C(I)C. Product: [CH2:16]([N:13]1[CH:12]=[CH:11][N:10]=[C:9]1[CH2:8][C:7]1[CH:14]=[CH:15][C:4]([N+:1]([O-:3])=[O:2])=[CH:5][CH:6]=1)[CH3:17]. The catalyst class is: 3.